This data is from Reaction yield outcomes from USPTO patents with 853,638 reactions. The task is: Predict the reaction yield, written as a fraction of the theoretical maximum amount of product (1.0 means a 100% yield; for example, 0.34 means a 34% yield). The reactants are [CH2:1]([N:5]([CH2:43][CH2:44][CH2:45][CH3:46])[C:6]1[CH:11]=[CH:10][C:9]([CH:12]=[CH:13][C:14]2[CH:19]=[C:18]([CH3:20])[C:17]([CH2:21][O:22][Si](C(C)(C)C)(C3C=CC=CC=3)C3C=CC=CC=3)=[CH:16][C:15]=2[CH3:40])=[C:8]([O:41][CH3:42])[CH:7]=1)[CH2:2][CH2:3][CH3:4].[F-].C([N+](CCCC)(CCCC)CCCC)CCC.O.C(OCC)(=O)C. The catalyst is O1CCCC1. The product is [CH2:43]([N:5]([CH2:1][CH2:2][CH2:3][CH3:4])[C:6]1[CH:11]=[CH:10][C:9]([CH:12]=[CH:13][C:14]2[C:15]([CH3:40])=[CH:16][C:17]([CH2:21][OH:22])=[C:18]([CH3:20])[CH:19]=2)=[C:8]([O:41][CH3:42])[CH:7]=1)[CH2:44][CH2:45][CH3:46]. The yield is 0.935.